From a dataset of Full USPTO retrosynthesis dataset with 1.9M reactions from patents (1976-2016). Predict the reactants needed to synthesize the given product. (1) Given the product [CH3:33][O:32][C:26](=[O:31])[CH2:27][CH:28]([N:14]1[C:15]2[CH:20]=[C:19]([CH3:21])[CH:18]=[CH:17][C:16]=2[N:12]([CH2:11][C:9]2[CH:10]=[C:2]([Cl:1])[CH:3]=[C:4]3[C:8]=2[N:7]([CH3:23])[C:6]([CH3:24])=[C:5]3[CH3:25])[C:13]1=[O:22])[CH2:29][CH3:30], predict the reactants needed to synthesize it. The reactants are: [Cl:1][C:2]1[CH:3]=[C:4]2[C:8](=[C:9]([CH2:11][N:12]3[C:16]4[CH:17]=[CH:18][C:19]([CH3:21])=[CH:20][C:15]=4[NH:14][C:13]3=[O:22])[CH:10]=1)[N:7]([CH3:23])[C:6]([CH3:24])=[C:5]2[CH3:25].[C:26]([O:32][CH3:33])(=[O:31])[CH:27]=[CH:28][CH2:29][CH3:30].C([O-])([O-])=O.[K+].[K+]. (2) Given the product [F:3][C:4]1[CH:5]=[C:6]([S:11][CH3:12])[CH:7]=[CH:8][C:9]=1[F:10], predict the reactants needed to synthesize it. The reactants are: IC.[F:3][C:4]1[CH:5]=[C:6]([SH:11])[CH:7]=[CH:8][C:9]=1[F:10].[C:12](=O)([O-])[O-].[K+].[K+]. (3) The reactants are: Br[C:2]1[CH:7]=[CH:6][C:5]([Br:8])=[CH:4][N:3]=1.[CH2:9]([CH:16]1[CH2:21][CH2:20][NH:19][CH2:18][CH2:17]1)[C:10]1[CH:15]=[CH:14][CH:13]=[CH:12][CH:11]=1. Given the product [CH2:9]([CH:16]1[CH2:21][CH2:20][N:19]([C:2]2[CH:7]=[CH:6][C:5]([Br:8])=[CH:4][N:3]=2)[CH2:18][CH2:17]1)[C:10]1[CH:15]=[CH:14][CH:13]=[CH:12][CH:11]=1, predict the reactants needed to synthesize it. (4) Given the product [CH:1]1([N:13]2[CH2:31][CH2:30][C:29](=[O:32])[CH2:28][CH2:27]2)[C:11]2=[C:12]3[C:7](=[CH:8][CH:9]=[CH:10]2)[CH2:6][CH2:5][CH2:4][CH:3]3[CH2:2]1, predict the reactants needed to synthesize it. The reactants are: [CH:1]1([NH2:13])[C:11]2=[C:12]3[C:7](=[CH:8][CH:9]=[CH:10]2)[CH2:6][CH2:5][CH2:4][CH:3]3[CH2:2]1.C(=O)([O-])[O-].[K+].[K+].C(O)C.[I-].C([N+]1(C)[CH2:31][CH2:30][C:29](=[O:32])[CH2:28][CH2:27]1)C. (5) Given the product [F:24][C:2]([F:1])([F:23])[C:3]1[CH:4]=[C:5]([CH:20]=[CH:21][CH:22]=1)[CH2:6][O:7][N:8]=[C:9]1[CH2:14][CH2:13][N:12]([S:15]([CH2:18][CH2:19][N:25]2[CH2:30][CH2:29][O:28][CH2:27][CH2:26]2)(=[O:16])=[O:17])[CH2:11][CH2:10]1, predict the reactants needed to synthesize it. The reactants are: [F:1][C:2]([F:24])([F:23])[C:3]1[CH:4]=[C:5]([CH:20]=[CH:21][CH:22]=1)[CH2:6][O:7][N:8]=[C:9]1[CH2:14][CH2:13][N:12]([S:15]([CH:18]=[CH2:19])(=[O:17])=[O:16])[CH2:11][CH2:10]1.[NH:25]1[CH2:30][CH2:29][O:28][CH2:27][CH2:26]1.